Binary Classification. Given a drug SMILES string, predict its activity (active/inactive) in a high-throughput screening assay against a specified biological target. From a dataset of HIV replication inhibition screening data with 41,000+ compounds from the AIDS Antiviral Screen. The compound is COC1Cc2c(C)c(OC(C)=O)c3cccnc3c2O1. The result is 0 (inactive).